From a dataset of Full USPTO retrosynthesis dataset with 1.9M reactions from patents (1976-2016). Predict the reactants needed to synthesize the given product. (1) Given the product [Cl:23][C:20]1[C:19]([C:24]([NH:1][C:2]2[C:3]([NH:8][CH2:9][CH3:10])=[N:4][CH:5]=[CH:6][CH:7]=2)=[O:25])=[CH:18][C:17]([Br:16])=[CH:22][N:21]=1, predict the reactants needed to synthesize it. The reactants are: [NH2:1][C:2]1[C:3]([NH:8][CH2:9][CH3:10])=[N:4][CH:5]=[CH:6][CH:7]=1.C([O-])(O)=O.[Na+].[Br:16][C:17]1[CH:18]=[C:19]([C:24](Cl)=[O:25])[C:20]([Cl:23])=[N:21][CH:22]=1.BrC1C=C(C(O)=O)C(O)=NC=1.O=S(Cl)Cl. (2) Given the product [CH:1](=[O:34])[CH2:2][CH2:3][CH:4]=[CH:5][CH2:6][CH2:7][CH2:8][CH2:9][CH:10]=[CH:11][CH2:12][CH3:13], predict the reactants needed to synthesize it. The reactants are: [C:1](#N)[CH2:2][CH2:3][CH:4]=[CH:5][CH2:6][CH2:7][CH2:8][CH2:9][CH:10]=[CH:11][CH2:12][CH3:13].C1(C)C=CC=CC=1.CC(C[AlH]CC(C)C)C.Cl.C(OCC)(=[O:34])C. (3) Given the product [Br:1][C:2]1[CH:10]=[C:9]2[C:5]([CH:6]=[N:7][N:8]2[CH2:14][CH3:15])=[C:4]([CH3:11])[CH:3]=1, predict the reactants needed to synthesize it. The reactants are: [Br:1][C:2]1[CH:10]=[C:9]2[C:5]([CH:6]=[N:7][NH:8]2)=[C:4]([CH3:11])[CH:3]=1.[OH-].[Na+].[CH2:14](I)[CH3:15]. (4) Given the product [CH3:40][C:39]1[CH:38]=[N:37][N:21]2[CH:22]=[C:23]([C:25]3[CH:30]=[CH:29][C:28]([N:31]4[CH2:32][CH2:33][O:34][CH2:35][CH2:36]4)=[CH:27][CH:26]=3)[N:24]=[C:19]([O:18][C@@H:16]([C@H:14]3[CH2:15][NH:11][C:12](=[O:41])[CH2:13]3)[CH3:17])[C:20]=12, predict the reactants needed to synthesize it. The reactants are: COC1C=CC([C@H]([N:11]2[CH2:15][C@H:14]([C@H:16]([O:18][C:19]3[C:20]4[N:21]([N:37]=[CH:38][C:39]=4[CH3:40])[CH:22]=[C:23]([C:25]4[CH:30]=[CH:29][C:28]([N:31]5[CH2:36][CH2:35][O:34][CH2:33][CH2:32]5)=[CH:27][CH:26]=4)[N:24]=3)[CH3:17])[CH2:13][C:12]2=[O:41])C)=CC=1. (5) The reactants are: [NH2:1][C:2]1[C:3]([C:7]([OH:9])=[O:8])=[N:4][O:5][N:6]=1.O=S(Cl)Cl.[CH3:14][CH2:15]O. Given the product [NH2:1][C:2]1[C:3]([C:7]([O:9][CH2:14][CH3:15])=[O:8])=[N:4][O:5][N:6]=1, predict the reactants needed to synthesize it. (6) Given the product [CH:13]1([NH:16][CH2:5][C:4]2[CH:7]=[C:8]([N+:10]([O-:12])=[O:11])[CH:9]=[C:2]([CH3:1])[CH:3]=2)[CH2:15][CH2:14]1, predict the reactants needed to synthesize it. The reactants are: [CH3:1][C:2]1[CH:3]=[C:4]([CH:7]=[C:8]([N+:10]([O-:12])=[O:11])[CH:9]=1)[CH2:5]Br.[CH:13]1([NH2:16])[CH2:15][CH2:14]1.